Dataset: Reaction yield outcomes from USPTO patents with 853,638 reactions. Task: Predict the reaction yield, written as a fraction of the theoretical maximum amount of product (1.0 means a 100% yield; for example, 0.34 means a 34% yield). The reactants are [NH2:1][C:2]1[CH:3]=[C:4]([C:8]2[N:9]([CH2:21][CH3:22])[C:10]3[C:15]([C:16]=2[C:17]#[N:18])=[CH:14][CH:13]=[C:12]([O:19][CH3:20])[CH:11]=3)[CH:5]=[CH:6][CH:7]=1.[C:23]([N:31]=[C:32]=[S:33])(=[O:30])[C:24]1[CH:29]=[CH:28][CH:27]=[CH:26][CH:25]=1. The catalyst is CC(C)=O. The product is [C:23]([NH:31][C:32]([NH:1][C:2]1[CH:7]=[CH:6][CH:5]=[C:4]([C:8]2[N:9]([CH2:21][CH3:22])[C:10]3[C:15]([C:16]=2[C:17]#[N:18])=[CH:14][CH:13]=[C:12]([O:19][CH3:20])[CH:11]=3)[CH:3]=1)=[S:33])(=[O:30])[C:24]1[CH:29]=[CH:28][CH:27]=[CH:26][CH:25]=1. The yield is 0.900.